This data is from Reaction yield outcomes from USPTO patents with 853,638 reactions. The task is: Predict the reaction yield, written as a fraction of the theoretical maximum amount of product (1.0 means a 100% yield; for example, 0.34 means a 34% yield). (1) The reactants are [CH3:1][O:2][C:3]1[CH:21]=[C:20]([O:22][CH3:23])[CH:19]=[CH:18][C:4]=1[CH2:5][N:6]1[C:14](=[O:15])[C:13]2[C:8](=[CH:9][CH:10]=[CH:11][C:12]=2[OH:16])[C:7]1=[O:17].Cl[CH2:25][CH2:26][CH2:27][N:28]1[CH2:33][CH2:32][O:31][CH2:30][CH2:29]1.C(=O)([O-])[O-].[K+].[K+]. The catalyst is CN(C=O)C.C(OCC)(=O)C. The product is [CH3:1][O:2][C:3]1[CH:21]=[C:20]([O:22][CH3:23])[CH:19]=[CH:18][C:4]=1[CH2:5][N:6]1[C:14](=[O:15])[C:13]2[C:8](=[CH:9][CH:10]=[CH:11][C:12]=2[O:16][CH2:25][CH2:26][CH2:27][N:28]2[CH2:33][CH2:32][O:31][CH2:30][CH2:29]2)[C:7]1=[O:17]. The yield is 0.680. (2) The reactants are [CH3:1][O:2][C:3]1[CH:10]=[C:9]([O:11][CH3:12])[CH:8]=[CH:7][C:4]=1[CH:5]=O.S([O-])([O-])(=O)=O.[Na+].[Na+].[S:20]1[CH:24]=[CH:23][CH:22]=[C:21]1[CH2:25][CH2:26][NH2:27].[BH4-].[Na+]. The catalyst is C1COCC1.CO.CC(C)=O. The product is [CH3:1][O:2][C:3]1[CH:10]=[C:9]([O:11][CH3:12])[CH:8]=[CH:7][C:4]=1[CH2:5][NH:27][CH2:26][CH2:25][C:21]1[S:20][CH:24]=[CH:23][CH:22]=1. The yield is 0.740. (3) The reactants are [CH2:1]([C:3]1[CH:8]=[C:7]([O:9][CH3:10])[C:6]([F:11])=[CH:5][C:4]=1[C:12]1[CH:20]=[C:19]2[C:15]([CH:16]=[N:17][N:18]2C2CCCCO2)=[CH:14][CH:13]=1)[CH3:2].Cl. The catalyst is CO. The product is [CH2:1]([C:3]1[CH:8]=[C:7]([O:9][CH3:10])[C:6]([F:11])=[CH:5][C:4]=1[C:12]1[CH:20]=[C:19]2[C:15]([CH:16]=[N:17][NH:18]2)=[CH:14][CH:13]=1)[CH3:2]. The yield is 0.950. (4) The reactants are [OH:1][C@@H:2]1[C:10]2[C:5](=[CH:6][CH:7]=[CH:8][CH:9]=2)[CH2:4][C@@:3]1([CH2:20][C:21]1[CH:31]=[CH:30][C:24]([C:25]([O:27][CH2:28][CH3:29])=[O:26])=[CH:23][CH:22]=1)[C:11]1[CH2:12][C:13]2[C:18]([CH:19]=1)=[CH:17][CH:16]=[CH:15][CH:14]=2.C1CCC(N=C=NC2CCCCC2)CC1.C([NH:64][C@H:65]([C:70](O)=[O:71])[CH2:66][CH:67]([CH3:69])[CH3:68])(OCC1C2C(=CC=CC=2)C2C1=CC=CC=2)=O. The catalyst is CN(C1C=CN=CC=1)C.C(OCC)(=O)C. The product is [NH2:64][C@@H:65]([CH2:66][CH:67]([CH3:69])[CH3:68])[C:70]([O:1][C@@H:2]1[C:10]2[C:5](=[CH:6][CH:7]=[CH:8][CH:9]=2)[CH2:4][C@@:3]1([CH2:20][C:21]1[CH:31]=[CH:30][C:24]([C:25]([O:27][CH2:28][CH3:29])=[O:26])=[CH:23][CH:22]=1)[C:11]1[CH2:12][C:13]2[C:18]([CH:19]=1)=[CH:17][CH:16]=[CH:15][CH:14]=2)=[O:71]. The yield is 0.550. (5) The yield is 0.0900. The product is [CH3:38][N:37]([CH2:36][C:35]1[NH:34][N:33]=[C:6]([C:7]2[CH:8]=[C:9]3[C:13](=[CH:14][CH:15]=2)[NH:12][N:11]=[C:10]3[C:16]2[CH:17]=[C:18]([NH:22][C:23](=[O:32])[C@H:24]([OH:31])[C:25]3[CH:26]=[CH:27][CH:28]=[CH:29][CH:30]=3)[CH:19]=[CH:20][CH:21]=2)[N:5]=1)[CH3:39]. The reactants are Cl.C(O[N:5]=[CH:6][C:7]1[CH:8]=[C:9]2[C:13](=[CH:14][CH:15]=1)[NH:12][N:11]=[C:10]2[C:16]1[CH:17]=[C:18]([NH:22][C:23](=[O:32])[C@H:24]([OH:31])[C:25]2[CH:30]=[CH:29][CH:28]=[CH:27][CH:26]=2)[CH:19]=[CH:20][CH:21]=1)C.[NH2:33][NH:34][C:35](=O)[CH2:36][N:37]([CH3:39])[CH3:38].C[O-].[Na+]. The catalyst is CO. (6) The reactants are Br[C:2]1[CH:3]=[C:4]([B:8]2[NH:19][C:18]3[C:20]4[C:14]([CH:15]=[CH:16][CH:17]=3)=[CH:13][CH:12]=[CH:11][C:10]=4[NH:9]2)[CH:5]=[CH:6][CH:7]=1.[B:21]1([B:21]2[O:25][C:24]([CH3:27])([CH3:26])[C:23]([CH3:29])([CH3:28])[O:22]2)[O:25][C:24]([CH3:27])([CH3:26])[C:23]([CH3:29])([CH3:28])[O:22]1.C1(P(C2CCCCC2)C2CCCCC2)CCCCC1.C([O-])(=O)C.[K+]. The catalyst is O1CCOCC1.[Pd].[Pd].C(=CC(C=CC1C=CC=CC=1)=O)C1C=CC=CC=1.C(=CC(C=CC1C=CC=CC=1)=O)C1C=CC=CC=1. The product is [CH3:28][C:23]1([CH3:29])[C:24]([CH3:27])([CH3:26])[O:25][B:21]([C:2]2[CH:3]=[C:4]([B:8]3[NH:19][C:18]4[C:20]5[C:14]([CH:15]=[CH:16][CH:17]=4)=[CH:13][CH:12]=[CH:11][C:10]=5[NH:9]3)[CH:5]=[CH:6][CH:7]=2)[O:22]1. The yield is 0.610.